From a dataset of Peptide-MHC class I binding affinity with 185,985 pairs from IEDB/IMGT. Regression. Given a peptide amino acid sequence and an MHC pseudo amino acid sequence, predict their binding affinity value. This is MHC class I binding data. (1) The peptide sequence is AELEDGAYRI. The MHC is HLA-B44:03 with pseudo-sequence HLA-B44:03. The binding affinity (normalized) is 0.733. (2) The peptide sequence is KRWAFRTGV. The MHC is HLA-B08:02 with pseudo-sequence HLA-B08:02. The binding affinity (normalized) is 0.0847. (3) The peptide sequence is YTMDGEYRL. The MHC is HLA-B46:01 with pseudo-sequence HLA-B46:01. The binding affinity (normalized) is 0.0847. (4) The peptide sequence is NSMNVAVIDK. The MHC is HLA-A68:01 with pseudo-sequence HLA-A68:01. The binding affinity (normalized) is 0.712. (5) The binding affinity (normalized) is 0.453. The MHC is HLA-B58:01 with pseudo-sequence HLA-B58:01. The peptide sequence is KASFIEVKSC. (6) The peptide sequence is FQPSNGQFI. The MHC is H-2-Db with pseudo-sequence H-2-Db. The binding affinity (normalized) is 0.746. (7) The peptide sequence is VPTNDHIPV. The MHC is HLA-B51:01 with pseudo-sequence HLA-B51:01. The binding affinity (normalized) is 0.532. (8) The peptide sequence is LTQRRTTPR. The MHC is HLA-A03:01 with pseudo-sequence HLA-A03:01. The binding affinity (normalized) is 0.304. (9) The peptide sequence is QALSPRTLNAW. The MHC is HLA-A01:01 with pseudo-sequence HLA-A01:01. The binding affinity (normalized) is 0.